Dataset: Full USPTO retrosynthesis dataset with 1.9M reactions from patents (1976-2016). Task: Predict the reactants needed to synthesize the given product. (1) The reactants are: O1[C:5]2([CH2:10][CH2:9][CH2:8][CH2:7][CH:6]2[C:11]([N:13]2[CH2:18][CH2:17][O:16][CH2:15][CH2:14]2)=[O:12])[O:4]CC1. Given the product [N:13]1([C:11]([CH:6]2[CH2:7][CH2:8][CH2:9][CH2:10][C:5]2=[O:4])=[O:12])[CH2:14][CH2:15][O:16][CH2:17][CH2:18]1, predict the reactants needed to synthesize it. (2) Given the product [C:1]([O:5][C:6](=[O:32])[N:7]([C:16]1[S:17][C:18]([S:33]([CH3:42])(=[O:36])=[O:34])=[CH:19][C@:20]([C:23]2[CH:28]=[CH:27][CH:26]=[C:25]([F:29])[C:24]=2[F:30])([CH3:22])[N:21]=1)[CH2:8][O:9][CH2:10][CH2:11][Si:12]([CH3:15])([CH3:14])[CH3:13])([CH3:4])([CH3:3])[CH3:2], predict the reactants needed to synthesize it. The reactants are: [C:1]([O:5][C:6](=[O:32])[N:7]([C:16]1[S:17][C:18](I)=[CH:19][C@:20]([C:23]2[CH:28]=[CH:27][CH:26]=[C:25]([F:29])[C:24]=2[F:30])([CH3:22])[N:21]=1)[CH2:8][O:9][CH2:10][CH2:11][Si:12]([CH3:15])([CH3:14])[CH3:13])([CH3:4])([CH3:3])[CH3:2].[S:33](S([O-])=O)([O-:36])(=O)=[O:34].[K+].[K+].[CH:42]([O-])=O.[Na+].C1(P(C2C=CC=CC=2)C2C=CC=CC=2)C=CC=CC=1.N1C2C(=CC=C3C=2N=CC=C3)C=CC=1.CI. (3) Given the product [OH:20][CH2:19][C@H:14]1[CH2:15][CH2:16][C:17](=[O:18])[N:13]1[CH2:12][C:11]#[C:10][C:8]1[S:9][C:5]([C:3]([O:2][CH3:1])=[O:4])=[CH:6][CH:7]=1, predict the reactants needed to synthesize it. The reactants are: [CH3:1][O:2][C:3]([C:5]1[S:9][C:8]([C:10]#[C:11][CH2:12][N:13]2[C:17](=[O:18])[CH2:16][CH2:15][C@@H:14]2[C:19](O)=[O:20])=[CH:7][CH:6]=1)=[O:4].OC[C@H]1CCC(=O)N1CCC1C=CC(C(OC)=O)=CC=1.ClCCl. (4) Given the product [O:14]1[C:19]2[CH:20]=[CH:21][C:22]([NH:11][CH2:10][CH2:9][C:6]3[CH:7]=[N:8][C:3]([C:2]([F:12])([F:1])[F:13])=[CH:4][CH:5]=3)=[CH:23][C:18]=2[O:17][CH2:16][CH2:15]1, predict the reactants needed to synthesize it. The reactants are: [F:1][C:2]([F:13])([F:12])[C:3]1[N:8]=[CH:7][C:6]([CH2:9][C:10]#[N:11])=[CH:5][CH:4]=1.[O:14]1[C:19]2[CH:20]=[CH:21][C:22](N)=[CH:23][C:18]=2[O:17][CH2:16][CH2:15]1.C([O-])=O.[NH4+]. (5) Given the product [Cl:8][C:9]1[CH:14]=[C:13]([Cl:15])[CH:12]=[CH:11][C:10]=1[C@H:16]([N:18]1[C:26]2[C:21](=[CH:22][CH:23]=[C:24]([N:27]3[CH2:32][CH2:31][N:30]([C:33]([C@H:35]4[CH2:39][CH2:38][CH2:37][NH:36]4)=[O:34])[C@H:29]([CH2:47][OH:48])[CH2:28]3)[CH:25]=2)[CH:20]=[N:19]1)[CH3:17], predict the reactants needed to synthesize it. The reactants are: FC(F)(F)C(O)=O.[Cl:8][C:9]1[CH:14]=[C:13]([Cl:15])[CH:12]=[CH:11][C:10]=1[C@H:16]([N:18]1[C:26]2[C:21](=[CH:22][CH:23]=[C:24]([N:27]3[CH2:32][CH2:31][N:30]([C:33]([C@H:35]4[CH2:39][CH2:38][CH2:37][N:36]4C(OC(C)(C)C)=O)=[O:34])[C@H:29]([CH2:47][OH:48])[CH2:28]3)[CH:25]=2)[CH:20]=[N:19]1)[CH3:17]. (6) Given the product [F:1][C:2]([F:40])([F:39])[C:3]1[CH:4]=[C:5]([C@H:13]2[O:17][C:16](=[O:18])[N:15]([CH2:19][C:20]3[CH:25]=[C:24]([C:26]([F:29])([F:28])[F:27])[CH:23]=[CH:22][C:21]=3[C:30]3[C:31]([F:37])=[CH:32][CH:33]=[C:34]([C:43]4[CH:44]=[CH:45][CH:46]=[CH:47][C:42]=4[CH3:41])[CH:35]=3)[C@H:14]2[CH3:38])[CH:6]=[C:7]([C:9]([F:12])([F:11])[F:10])[CH:8]=1, predict the reactants needed to synthesize it. The reactants are: [F:1][C:2]([F:40])([F:39])[C:3]1[CH:4]=[C:5]([C@H:13]2[O:17][C:16](=[O:18])[N:15]([CH2:19][C:20]3[CH:25]=[C:24]([C:26]([F:29])([F:28])[F:27])[CH:23]=[CH:22][C:21]=3[C:30]3[CH:35]=[C:34](Br)[CH:33]=[CH:32][C:31]=3[F:37])[C@H:14]2[CH3:38])[CH:6]=[C:7]([C:9]([F:12])([F:11])[F:10])[CH:8]=1.[CH3:41][C:42]1[CH:47]=[CH:46][CH:45]=[CH:44][C:43]=1B(O)O.[OH-].[K+]. (7) Given the product [CH3:20][O:19][C:14]1[CH:13]=[CH:12][CH:11]=[C:10]2[C:15]=1[O:16][C:17]1[CH:18]=[C:5]([C:3]([OH:4])=[O:2])[CH:6]=[CH:7][C:8]=1[C:9]2=[O:21], predict the reactants needed to synthesize it. The reactants are: C[O:2][C:3]([C:5]1[CH:6]=[CH:7][C:8]2[C:9](=[O:21])[C:10]3[C:15]([O:16][C:17]=2[CH:18]=1)=[C:14]([O:19][CH3:20])[CH:13]=[CH:12][CH:11]=3)=[O:4].[OH-].[Na+].